From a dataset of Forward reaction prediction with 1.9M reactions from USPTO patents (1976-2016). Predict the product of the given reaction. (1) Given the reactants [CH3:1][CH:2]1[C:11]2[CH2:10][O:9][CH:8]=[CH:7][C:6]3=[CH:12][CH:13]([CH2:15][NH:16][C:17](=[O:23])[O:18][C:19]([CH3:22])([CH3:21])[CH3:20])[O:14][B:4]([C:5]=23)[O:3]1.[Br:24]N1C(=O)CCC1=O.CC(C)C#N, predict the reaction product. The product is: [Br:24][C:12]1[CH:13]([CH2:15][NH:16][C:17](=[O:23])[O:18][C:19]([CH3:22])([CH3:21])[CH3:20])[O:14][B:4]2[C:5]3[C:6]=1[CH:7]=[CH:8][O:9][CH2:10][C:11]=3[CH:2]([CH3:1])[O:3]2. (2) Given the reactants C[O:2][C:3](=O)[C:4]1[CH:9]=[CH:8][C:7]([S:10](=[O:26])(=[O:25])[NH:11][C:12]2[CH:17]=[CH:16][C:15]([N+:18]([O-:20])=[O:19])=[C:14]([C:21]([F:24])([F:23])[F:22])[CH:13]=2)=[CH:6][CH:5]=1, predict the reaction product. The product is: [OH:2][CH2:3][C:4]1[CH:9]=[CH:8][C:7]([S:10]([NH:11][C:12]2[CH:17]=[CH:16][C:15]([N+:18]([O-:20])=[O:19])=[C:14]([C:21]([F:24])([F:22])[F:23])[CH:13]=2)(=[O:26])=[O:25])=[CH:6][CH:5]=1. (3) Given the reactants Cl[C:2]1[N:3]=[CH:4][C:5]2[N:11]([CH3:12])[C:10](=[O:13])[C:9]([F:15])([F:14])[CH2:8][N:7]([CH:16]3[CH2:21][CH2:20][CH2:19][CH2:18][CH2:17]3)[C:6]=2[N:22]=1.O.C1(C)C(S(O)(=O)=O)=CC=CC=1.[NH2:35][C:36]1[CH:50]=[CH:49][C:39]([C:40]([NH:42][CH2:43][CH2:44][CH2:45][N:46]([CH3:48])[CH3:47])=[O:41])=[CH:38][CH:37]=1.[CH:51]([OH:54])(C)C, predict the reaction product. The product is: [CH:16]1([N:7]2[CH2:8][C:9]([F:15])([F:14])[C:10](=[O:13])[N:11]([CH3:12])[C:5]3[CH:4]=[N:3][C:2]([NH:35][C:36]4[CH:50]=[CH:49][C:39]([C:40]([NH:42][CH2:43][CH2:44][CH2:45][N:46]([CH3:47])[CH3:48])=[O:41])=[CH:38][C:37]=4[O:54][CH3:51])=[N:22][C:6]2=3)[CH2:21][CH2:20][CH2:19][CH2:18][CH2:17]1. (4) Given the reactants [CH3:1][O:2][C:3]([C:5]1[S:6][C:7](Br)=[CH:8][CH:9]=1)=[O:4].[CH2:11]([NH:14][S:15]([CH3:18])(=[O:17])=[O:16])[C:12]#[CH:13].CCN(CC)CC, predict the reaction product. The product is: [CH3:1][O:2][C:3]([C:5]1[S:6][C:7]([C:13]#[C:12][CH2:11][NH:14][S:15]([CH3:18])(=[O:17])=[O:16])=[CH:8][CH:9]=1)=[O:4]. (5) Given the reactants CO[CH:3](OC)[CH2:4][C:5]1[CH:38]=[CH:37][C:8]([NH:9][CH:10]2[CH2:15][CH2:14][N:13]([S:16]([C:19]3[CH:24]=[CH:23][C:22]([NH:25][C:26]([NH:28][CH2:29][CH2:30][CH2:31][CH2:32][CH2:33][CH2:34][CH2:35][CH3:36])=[O:27])=[CH:21][CH:20]=3)(=[O:18])=[O:17])[CH2:12][CH2:11]2)=[CH:7][CH:6]=1.[I-].[Na+].Cl[Si](Cl)(Cl)C.C(O)(=O)C.[NH2:52][CH2:53][C@@H:54]([C:56]1[CH:57]=[CH:58][C:59]([OH:67])=[C:60]([NH:62][S:63]([CH3:66])(=[O:65])=[O:64])[CH:61]=1)[OH:55].C([BH3-])#N.[Na+], predict the reaction product. The product is: [OH:67][C:59]1[CH:58]=[CH:57][C:56]([C@@H:54]([OH:55])[CH2:53][NH:52][CH2:3][CH2:4][C:5]2[CH:6]=[CH:7][C:8]([NH:9][CH:10]3[CH2:15][CH2:14][N:13]([S:16]([C:19]4[CH:20]=[CH:21][C:22]([NH:25][C:26]([NH:28][CH2:29][CH2:30][CH2:31][CH2:32][CH2:33][CH2:34][CH2:35][CH3:36])=[O:27])=[CH:23][CH:24]=4)(=[O:18])=[O:17])[CH2:12][CH2:11]3)=[CH:37][CH:38]=2)=[CH:61][C:60]=1[NH:62][S:63]([CH3:66])(=[O:65])=[O:64]. (6) Given the reactants [CH2:1]([N:8]([C:10]1[CH:15]=[CH:14][C:13](Br)=[CH:12][CH:11]=1)[CH3:9])[C:2]1[CH:7]=[CH:6][CH:5]=[CH:4][CH:3]=1.[B:17]1([B:17]2[O:21][C:20]([CH3:23])([CH3:22])[C:19]([CH3:25])([CH3:24])[O:18]2)[O:21][C:20]([CH3:23])([CH3:22])[C:19]([CH3:25])([CH3:24])[O:18]1.ClCCl.C([O-])(=O)C.[K+], predict the reaction product. The product is: [CH2:1]([N:8]([CH3:9])[C:10]1[CH:15]=[CH:14][C:13]([B:17]2[O:21][C:20]([CH3:23])([CH3:22])[C:19]([CH3:25])([CH3:24])[O:18]2)=[CH:12][CH:11]=1)[C:2]1[CH:7]=[CH:6][CH:5]=[CH:4][CH:3]=1. (7) Given the reactants [S:1](=[C:4]1[CH:10]=[CH:9][C:7]([NH2:8])=[CH:6][CH2:5]1)(=[O:3])=[O:2].[Li+].[CH3:12][Si]([N-][Si](C)(C)C)(C)C.[CH:21]1([CH2:24][C:25]2[C:30]([C:31]3[CH:36]=[CH:35][N:34]=[C:33](S(C)=O)[N:32]=3)=[CH:29][N:28]=[C:27]([NH:40][CH2:41][C:42]([CH3:45])([OH:44])[CH3:43])[N:26]=2)[CH2:23][CH2:22]1, predict the reaction product. The product is: [CH:21]1([CH2:24][C:25]2[C:30]([C:31]3[CH:36]=[CH:35][N:34]=[C:33]([NH:8][C:7]4[CH:6]=[CH:5][C:4]([S:1]([CH3:12])(=[O:3])=[O:2])=[CH:10][CH:9]=4)[N:32]=3)=[CH:29][N:28]=[C:27]([NH:40][CH2:41][C:42]([CH3:45])([OH:44])[CH3:43])[N:26]=2)[CH2:22][CH2:23]1. (8) Given the reactants [CH:1]([C:3]1[CH:4]=[C:5]2[C:9](=[CH:10][CH:11]=1)[N:8]([C:12]([N:14]([CH3:16])[CH3:15])=[O:13])[CH:7]=[CH:6]2)=[O:2].[C:17]1([Mg]Br)[CH:22]=[CH:21][CH:20]=[CH:19][CH:18]=1, predict the reaction product. The product is: [OH:2][CH:1]([C:17]1[CH:22]=[CH:21][CH:20]=[CH:19][CH:18]=1)[C:3]1[CH:4]=[C:5]2[C:9](=[CH:10][CH:11]=1)[N:8]([C:12]([N:14]([CH3:16])[CH3:15])=[O:13])[CH:7]=[CH:6]2. (9) Given the reactants C(N(CC)CC)C.[Br:8][C:9]1[CH:21]=[CH:20][C:12]([O:13][C@@H:14]2[CH2:18][O:17][CH2:16][C@H:15]2[OH:19])=[CH:11][CH:10]=1.[CH3:22][S:23](Cl)(=[O:25])=[O:24].O, predict the reaction product. The product is: [CH3:22][S:23]([O:19][C@H:15]1[C@H:14]([O:13][C:12]2[CH:20]=[CH:21][C:9]([Br:8])=[CH:10][CH:11]=2)[CH2:18][O:17][CH2:16]1)(=[O:25])=[O:24].